This data is from Forward reaction prediction with 1.9M reactions from USPTO patents (1976-2016). The task is: Predict the product of the given reaction. Given the reactants C(OC([N:8]1[CH2:12][C:11](=[N:13][O:14][CH3:15])[CH2:10][C@H:9]1[C:16]([OH:18])=O)=O)(C)(C)C.[C:19]1([C:29]2[CH:34]=[CH:33][CH:32]=[CH:31][CH:30]=2)[CH:24]=[CH:23][C:22]([S:25](Cl)(=[O:27])=[O:26])=[CH:21][CH:20]=1.[NH2:35][CH2:36][CH:37]([OH:39])[CH3:38], predict the reaction product. The product is: [C:19]1([C:29]2[CH:34]=[CH:33][CH:32]=[CH:31][CH:30]=2)[CH:24]=[CH:23][C:22]([S:25]([N:8]2[CH2:12][C:11](=[N:13][O:14][CH3:15])[CH2:10][C@H:9]2[C:16]([NH:35][CH2:36][CH:37]([OH:39])[CH3:38])=[O:18])(=[O:27])=[O:26])=[CH:21][CH:20]=1.